From a dataset of Catalyst prediction with 721,799 reactions and 888 catalyst types from USPTO. Predict which catalyst facilitates the given reaction. (1) Reactant: [CH3:1][C:2]1[CH:7]=[CH:6][CH:5]=[CH:4][C:3]=1[NH:8][C:9]([NH:11][C:12]1[CH:17]=[CH:16][C:15]([NH:18][C:19](=[O:42])[CH:20]([C:36]2[CH:41]=[CH:40][CH:39]=[CH:38][CH:37]=2)[CH2:21][C:22]([NH:24][C:25]2[CH:35]=[CH:34][C:28]([C:29]([O:31]CC)=[O:30])=[CH:27][CH:26]=2)=[O:23])=[CH:14][CH:13]=1)=[O:10].C1COCC1.[Li+].[OH-]. Product: [CH3:1][C:2]1[CH:7]=[CH:6][CH:5]=[CH:4][C:3]=1[NH:8][C:9]([NH:11][C:12]1[CH:13]=[CH:14][C:15]([NH:18][C:19](=[O:42])[CH:20]([C:36]2[CH:41]=[CH:40][CH:39]=[CH:38][CH:37]=2)[CH2:21][C:22]([NH:24][C:25]2[CH:26]=[CH:27][C:28]([C:29]([OH:31])=[O:30])=[CH:34][CH:35]=2)=[O:23])=[CH:16][CH:17]=1)=[O:10]. The catalyst class is: 6. (2) Reactant: Cl.[OH:2][C@H:3]1[CH2:8][CH2:7][C@H:6]([N:9]2[CH2:13][CH2:12][C:11]3([CH2:18][CH2:17][CH2:16][NH:15][CH2:14]3)[C:10]2=[O:19])[CH2:5][CH2:4]1.Br[C:21]1[CH:26]=[CH:25][C:24]([C:27]([F:30])([F:29])[F:28])=[CH:23][CH:22]=1.CC(C)([O-])C.[Na+].C(P(C(C)(C)C)C1C=CC=CC=1C1C=CC=CC=1)(C)(C)C.O1CCOCC1. Product: [OH:2][C@H:3]1[CH2:8][CH2:7][C@H:6]([N:9]2[CH2:13][CH2:12][C:11]3([CH2:18][CH2:17][CH2:16][N:15]([C:21]4[CH:26]=[CH:25][C:24]([C:27]([F:30])([F:29])[F:28])=[CH:23][CH:22]=4)[CH2:14]3)[C:10]2=[O:19])[CH2:5][CH2:4]1. The catalyst class is: 167. (3) Product: [OH:1][C@@:2]1([CH2:37][O:38][CH3:39])[CH2:7][CH2:6][CH2:5][CH2:4][C@H:3]1[N:8]1[C:12]([C:13]2[CH:14]=[CH:15][CH:16]=[CH:17][CH:18]=2)=[C:11]([C:19]([N:21]2[CH2:26][CH2:25][N:24]([C:27]([O:29][C:30]([CH3:32])([CH3:33])[CH3:31])=[O:28])[CH2:23][C@H:22]2[CH2:34][C@@H:35]([OH:36])[C:40]2[CH:45]=[CH:44][CH:43]=[CH:42][CH:41]=2)=[O:20])[N:10]=[CH:9]1.[OH:1][C@@:2]1([CH2:37][O:38][CH3:39])[CH2:7][CH2:6][CH2:5][CH2:4][C@H:3]1[N:8]1[C:12]([C:13]2[CH:14]=[CH:15][CH:16]=[CH:17][CH:18]=2)=[C:11]([C:19]([N:21]2[CH2:26][CH2:25][N:24]([C:27]([O:29][C:30]([CH3:32])([CH3:33])[CH3:31])=[O:28])[CH2:23][C@H:22]2[CH2:34][C@H:35]([OH:36])[C:40]2[CH:45]=[CH:44][CH:43]=[CH:42][CH:41]=2)=[O:20])[N:10]=[CH:9]1. Reactant: [OH:1][C@@:2]1([CH2:37][O:38][CH3:39])[CH2:7][CH2:6][CH2:5][CH2:4][C@H:3]1[N:8]1[C:12]([C:13]2[CH:18]=[CH:17][CH:16]=[CH:15][CH:14]=2)=[C:11]([C:19]([N:21]2[CH2:26][CH2:25][N:24]([C:27]([O:29][C:30]([CH3:33])([CH3:32])[CH3:31])=[O:28])[CH2:23][C@H:22]2[CH2:34][CH:35]=[O:36])=[O:20])[N:10]=[CH:9]1.[C:40]1([Mg]Br)[CH:45]=[CH:44][CH:43]=[CH:42][CH:41]=1.[Cl-].[NH4+]. The catalyst class is: 1. (4) Reactant: [H-].[Al+3].[Li+].[H-].[H-].[H-].C([O:9][C:10]([C:12]1[O:16][C:15]([C:17]2([CH3:23])[CH2:22][CH2:21][CH2:20][CH2:19][CH2:18]2)=[N:14][C:13]=1[CH3:24])=O)C.C(OCC)(=O)C.[Cl-].[NH4+]. Product: [CH3:24][C:13]1[N:14]=[C:15]([C:17]2([CH3:23])[CH2:22][CH2:21][CH2:20][CH2:19][CH2:18]2)[O:16][C:12]=1[CH2:10][OH:9]. The catalyst class is: 7. (5) Reactant: C([O:8][C:9]1[CH:10]=[C:11]([CH:32]=[C:33]([O:35]CC2C=CC=CC=2)[CH:34]=1)[C:12]1[O:13][C:14]2[C:19]([C:20](=[O:22])[CH:21]=1)=[CH:18][CH:17]=[C:16]([O:23][CH2:24][CH:25]([OH:31])[CH2:26][NH:27][CH:28]([CH3:30])[CH3:29])[CH:15]=2)C1C=CC=CC=1. Product: [OH:8][C:9]1[CH:10]=[C:11]([CH:32]=[C:33]([OH:35])[CH:34]=1)[C:12]1[O:13][C:14]2[C:19]([C:20](=[O:22])[CH:21]=1)=[CH:18][CH:17]=[C:16]([O:23][CH2:24][CH:25]([OH:31])[CH2:26][NH:27][CH:28]([CH3:29])[CH3:30])[CH:15]=2. The catalyst class is: 19. (6) Reactant: [Cl:1][C:2]1[C:7]2[S:8][C:9]([C:11]3[C:16]([Cl:17])=[CH:15][C:14](I)=[CH:13][C:12]=3[Cl:19])=[N:10][C:6]=2[CH:5]=[CH:4][N:3]=1.C(P(C(C)(C)C)C1C=CC2C(=CC=CC=2)C=1C1C2C(=CC=CC=2)C=CC=1)(C)(C)C.[C:49]([O-])([O-])=[O:50].[Cs+].[Cs+].CO. Product: [Cl:1][C:2]1[C:7]2[S:8][C:9]([C:11]3[C:16]([Cl:17])=[CH:15][C:14]([O:50][CH3:49])=[CH:13][C:12]=3[Cl:19])=[N:10][C:6]=2[CH:5]=[CH:4][N:3]=1. The catalyst class is: 222.